From a dataset of Catalyst prediction with 721,799 reactions and 888 catalyst types from USPTO. Predict which catalyst facilitates the given reaction. (1) Reactant: [OH:1][CH:2]([CH2:15][OH:16])[CH:3]=[CH:4][C:5]([O:7][CH2:8][C:9]1[CH:14]=[CH:13][CH:12]=[CH:11][CH:10]=1)=[O:6].[C:17]([NH:34][C@H:35]([C:39](O)=[O:40])[CH:36]([CH3:38])[CH3:37])([O:19][CH2:20][CH:21]1[C:33]2[C:28](=[CH:29][CH:30]=[CH:31][CH:32]=2)[C:27]2[C:22]1=[CH:23][CH:24]=[CH:25][CH:26]=2)=[O:18].C1CCC(N=C=NC2CCCCC2)CC1. Product: [C:17]([NH:34][C@H:35]([C:39]([O:16][CH2:15][CH:2]([OH:1])[CH:3]=[CH:4][C:5]([O:7][CH2:8][C:9]1[CH:14]=[CH:13][CH:12]=[CH:11][CH:10]=1)=[O:6])=[O:40])[CH:36]([CH3:37])[CH3:38])([O:19][CH2:20][CH:21]1[C:33]2[C:28](=[CH:29][CH:30]=[CH:31][CH:32]=2)[C:27]2[C:22]1=[CH:23][CH:24]=[CH:25][CH:26]=2)=[O:18]. The catalyst class is: 166. (2) Product: [CH:1]([O:4][C:5]([N:7]1[CH2:8][CH2:9][CH:10]([O:13][C:19]2[C:20]([O:21][CH3:22])=[C:15]([Cl:14])[N:16]=[CH:17][N:18]=2)[CH2:11][CH2:12]1)=[O:6])([CH3:3])[CH3:2]. Reactant: [CH:1]([O:4][C:5]([N:7]1[CH2:12][CH2:11][CH:10]([OH:13])[CH2:9][CH2:8]1)=[O:6])([CH3:3])[CH3:2].[Cl:14][C:15]1[C:20]([O:21][CH3:22])=[C:19](Cl)[N:18]=[CH:17][N:16]=1.O(C(C)(C)C)[K].C1COCC1. The catalyst class is: 11. (3) Reactant: [NH2:1][CH2:2][CH2:3][CH2:4][N:5]1[C:14]2[CH:13]=[CH:12][C:11]([C:15]#[C:16][CH2:17][N:18]3[CH2:22][CH2:21][CH2:20][CH2:19]3)=[CH:10][C:9]=2[C:8]2=[N:23][NH:24][C:25]([CH3:26])=[C:7]2[C:6]1=[O:27].C(N(CC)CC)C.[Cl:35][C:36]1[CH:44]=[CH:43][C:39]([C:40](Cl)=[O:41])=[CH:38][CH:37]=1. Product: [Cl:35][C:36]1[CH:44]=[CH:43][C:39]([C:40]([NH:1][CH2:2][CH2:3][CH2:4][N:5]2[C:14]3[CH:13]=[CH:12][C:11]([C:15]#[C:16][CH2:17][N:18]4[CH2:19][CH2:20][CH2:21][CH2:22]4)=[CH:10][C:9]=3[C:8]3=[N:23][NH:24][C:25]([CH3:26])=[C:7]3[C:6]2=[O:27])=[O:41])=[CH:38][CH:37]=1. The catalyst class is: 2. (4) Reactant: [C:1]([O:5][C:6](=[O:40])[N:7]([C@H:9]([C:11](=[O:39])[NH:12][C@@H:13]1[C:19](=[O:20])[N:18]([CH2:21][C:22]2[C:31]3[C:26](=[CH:27][C:28](Br)=[CH:29][CH:30]=3)[CH:25]=[CH:24][C:23]=2[O:33][CH3:34])[C:17]2[CH:35]=[CH:36][CH:37]=[CH:38][C:16]=2[CH2:15][CH2:14]1)[CH3:10])[CH3:8])([CH3:4])([CH3:3])[CH3:2].CC1(C)C2[C:63](=C(P(C3C=CC=CC=3)C3C=CC=CC=3)C=CC=2)[O:62][C:44]2C(P(C3C=CC=CC=3)C3C=CC=CC=3)=CC=CC1=2.C[OH:84]. Product: [CH3:44][O:62][C:63]([C:28]1[CH:29]=[CH:30][C:31]2[C:26](=[CH:25][CH:24]=[C:23]([O:33][CH3:34])[C:22]=2[CH2:21][N:18]2[C:19](=[O:20])[C@@H:13]([NH:12][C:11](=[O:39])[C@@H:9]([N:7]([C:6]([O:5][C:1]([CH3:4])([CH3:3])[CH3:2])=[O:40])[CH3:8])[CH3:10])[CH2:14][CH2:15][C:16]3[CH:38]=[CH:37][CH:36]=[CH:35][C:17]2=3)[CH:27]=1)=[O:84]. The catalyst class is: 167. (5) Reactant: [CH3:1][NH:2][C:3]1[N:8]=[C:7]([CH2:9][CH2:10][O:11][C:12]2[CH:17]=[CH:16][C:15]([CH2:18][CH:19]([CH:25]=[CH2:26])[CH2:20][C:21]([O:23]C)=[O:22])=[CH:14][CH:13]=2)[CH:6]=[CH:5][CH:4]=1.[Li+].[OH-].Cl. Product: [CH3:1][NH:2][C:3]1[N:8]=[C:7]([CH2:9][CH2:10][O:11][C:12]2[CH:17]=[CH:16][C:15]([CH2:18][CH:19]([CH:25]=[CH2:26])[CH2:20][C:21]([OH:23])=[O:22])=[CH:14][CH:13]=2)[CH:6]=[CH:5][CH:4]=1. The catalyst class is: 20. (6) Reactant: CCN(C(C)C)C(C)C.[N:10]1[CH:15]=[CH:14][N:13]=[CH:12][C:11]=1[C:16]([OH:18])=O.C1C=CC2N(O)N=NC=2C=1.CCN=C=NCCCN(C)C.Cl.[O:41]=[C:42]([N:59]1[CH2:64][CH2:63][NH:62][CH2:61][CH2:60]1)[CH2:43][NH:44][C:45]([C:47]1[CH:52]=[CH:51][C:50]([C:53]2[CH:58]=[CH:57][CH:56]=[CH:55][CH:54]=2)=[CH:49][CH:48]=1)=[O:46]. Product: [O:41]=[C:42]([N:59]1[CH2:64][CH2:63][N:62]([C:16]([C:11]2[CH:12]=[N:13][CH:14]=[CH:15][N:10]=2)=[O:18])[CH2:61][CH2:60]1)[CH2:43][NH:44][C:45]([C:47]1[CH:48]=[CH:49][C:50]([C:53]2[CH:58]=[CH:57][CH:56]=[CH:55][CH:54]=2)=[CH:51][CH:52]=1)=[O:46]. The catalyst class is: 18. (7) Reactant: [F:1][B-:2]([F:5])([F:4])[F:3].C([O+](CC)CC)C.[Br-].[CH3:14][N:15]([CH3:23])[C:16]([N:20]([CH3:22])[CH3:21])=[NH+:17][CH2:18][CH3:19]. Product: [F:1][B-:2]([F:5])([F:4])[F:3].[CH3:14][N:15]([CH3:23])[C:16]([N:20]([CH3:22])[CH3:21])=[NH+:17][CH2:18][CH3:19]. The catalyst class is: 4.